This data is from Full USPTO retrosynthesis dataset with 1.9M reactions from patents (1976-2016). The task is: Predict the reactants needed to synthesize the given product. (1) Given the product [CH3:12][C:11]1[CH:10]=[CH:9][CH:8]=[C:9]2[C:8]=1[N:7]=[C:12]([C:9]1[CH:8]=[N:7][CH:12]=[CH:11][CH:10]=1)[C:11]([CH:1]=[O:4])=[CH:10]2, predict the reactants needed to synthesize it. The reactants are: [C:1]([O-:4])([O-])=O.[Na+].[Na+].[N:7]1[CH:12]=[CH:11][CH:10]=[C:9](B(O)O)[CH:8]=1. (2) Given the product [Cl:33][C:30]1[CH:29]=[CH:28][C:27]([CH:8]([C:5]2[CH:4]=[CH:3][C:2]([Cl:1])=[CH:7][CH:6]=2)[N:9]2[CH2:12][CH:11]([N:13]([S:23]([CH3:26])(=[O:25])=[O:24])[C:14]3[CH:15]=[C:16]([CH:20]=[CH:21][CH:22]=3)[C:17]([NH:62][CH2:61][C:58]3[N:59]=[CH:60][NH:56][N:57]=3)=[O:19])[CH2:10]2)=[CH:32][CH:31]=1, predict the reactants needed to synthesize it. The reactants are: [Cl:1][C:2]1[CH:7]=[CH:6][C:5]([CH:8]([C:27]2[CH:32]=[CH:31][C:30]([Cl:33])=[CH:29][CH:28]=2)[N:9]2[CH2:12][CH:11]([N:13]([S:23]([CH3:26])(=[O:25])=[O:24])[C:14]3[CH:15]=[C:16]([CH:20]=[CH:21][CH:22]=3)[C:17]([OH:19])=O)[CH2:10]2)=[CH:4][CH:3]=1.ON1C2C=CC=CC=2N=N1.Cl.CN(C)CCCN=C=NCC.[NH:56]1[CH:60]=[N:59][C:58]([CH2:61][NH2:62])=[N:57]1.